From a dataset of Full USPTO retrosynthesis dataset with 1.9M reactions from patents (1976-2016). Predict the reactants needed to synthesize the given product. (1) Given the product [C:9]([O:13][C:14]([N:16]1[CH2:21][CH2:20][C@@H:19]([O:8][C:5]2[CH:6]=[N:7][C:2]([Cl:1])=[CH:3][CH:4]=2)[C@H:18]([F:23])[CH2:17]1)=[O:15])([CH3:12])([CH3:10])[CH3:11], predict the reactants needed to synthesize it. The reactants are: [Cl:1][C:2]1[N:7]=[CH:6][C:5]([OH:8])=[CH:4][CH:3]=1.[C:9]([O:13][C:14]([N:16]1[CH2:21][CH2:20][C@H:19](O)[C@H:18]([F:23])[CH2:17]1)=[O:15])([CH3:12])([CH3:11])[CH3:10]. (2) The reactants are: C([Mg]Br)C.[C:5]1([CH2:11][C:12]#[CH:13])[CH:10]=[CH:9][CH:8]=[CH:7][CH:6]=1.[CH2:14]([O:16][CH:17](OCC)[O:18][CH2:19][CH3:20])[CH3:15]. Given the product [CH2:14]([O:16][CH:17]([O:18][CH2:19][CH3:20])[C:13]#[C:12][CH2:11][C:5]1[CH:10]=[CH:9][CH:8]=[CH:7][CH:6]=1)[CH3:15], predict the reactants needed to synthesize it. (3) Given the product [F:1][C:2]1[CH:7]=[CH:6][CH:5]=[CH:4][C:3]=1[C:8]1[C:20]2[C:19]3[C:14](=[CH:15][C:16]([CH:21]=[O:22])=[CH:17][CH:18]=3)[NH:13][C:12]=2[C:11]([C:23]([NH2:25])=[O:24])=[CH:10][CH:9]=1, predict the reactants needed to synthesize it. The reactants are: [F:1][C:2]1[CH:7]=[CH:6][CH:5]=[CH:4][C:3]=1[C:8]1[C:20]2[C:19]3[C:14](=[CH:15][C:16]([CH2:21][OH:22])=[CH:17][CH:18]=3)[NH:13][C:12]=2[C:11]([C:23]([NH2:25])=[O:24])=[CH:10][CH:9]=1.CC(OI1(OC(C)=O)(OC(C)=O)OC(=O)C2C1=CC=CC=2)=O.